Dataset: NCI-60 drug combinations with 297,098 pairs across 59 cell lines. Task: Regression. Given two drug SMILES strings and cell line genomic features, predict the synergy score measuring deviation from expected non-interaction effect. (1) Drug 1: C1CCN(CC1)CCOC2=CC=C(C=C2)C(=O)C3=C(SC4=C3C=CC(=C4)O)C5=CC=C(C=C5)O. Drug 2: C(CC(=O)O)C(=O)CN.Cl. Cell line: NCIH23. Synergy scores: CSS=0.0360, Synergy_ZIP=0.538, Synergy_Bliss=-1.15, Synergy_Loewe=-3.90, Synergy_HSA=-3.92. (2) Drug 1: CCCS(=O)(=O)NC1=C(C(=C(C=C1)F)C(=O)C2=CNC3=C2C=C(C=N3)C4=CC=C(C=C4)Cl)F. Drug 2: C1=CN(C(=O)N=C1N)C2C(C(C(O2)CO)O)O.Cl. Cell line: HOP-62. Synergy scores: CSS=43.5, Synergy_ZIP=0.771, Synergy_Bliss=1.28, Synergy_Loewe=-40.1, Synergy_HSA=0.932.